Dataset: NCI-60 drug combinations with 297,098 pairs across 59 cell lines. Task: Regression. Given two drug SMILES strings and cell line genomic features, predict the synergy score measuring deviation from expected non-interaction effect. (1) Drug 1: CN(C)C1=NC(=NC(=N1)N(C)C)N(C)C. Drug 2: CC12CCC3C(C1CCC2OP(=O)(O)O)CCC4=C3C=CC(=C4)OC(=O)N(CCCl)CCCl.[Na+]. Cell line: EKVX. Synergy scores: CSS=-8.08, Synergy_ZIP=0.460, Synergy_Bliss=-6.84, Synergy_Loewe=-10.0, Synergy_HSA=-8.94. (2) Drug 1: CC12CCC3C(C1CCC2NC(=O)OCC(F)(F)F)CCC4C3(C=CC(=O)N4C)C. Drug 2: CCC1(C2=C(COC1=O)C(=O)N3CC4=CC5=C(C=CC(=C5CN(C)C)O)N=C4C3=C2)O. Cell line: UACC62. Synergy scores: CSS=55.1, Synergy_ZIP=2.22, Synergy_Bliss=0.861, Synergy_Loewe=-15.6, Synergy_HSA=0.510. (3) Drug 1: CC1=C(C=C(C=C1)NC(=O)C2=CC=C(C=C2)CN3CCN(CC3)C)NC4=NC=CC(=N4)C5=CN=CC=C5. Drug 2: CCCCC(=O)OCC(=O)C1(CC(C2=C(C1)C(=C3C(=C2O)C(=O)C4=C(C3=O)C=CC=C4OC)O)OC5CC(C(C(O5)C)O)NC(=O)C(F)(F)F)O. Cell line: HT29. Synergy scores: CSS=20.0, Synergy_ZIP=1.88, Synergy_Bliss=-2.96, Synergy_Loewe=-26.4, Synergy_HSA=-5.25. (4) Drug 1: C1=NC2=C(N1)C(=S)N=C(N2)N. Drug 2: C1=CN(C(=O)N=C1N)C2C(C(C(O2)CO)O)O.Cl. Cell line: HCT116. Synergy scores: CSS=68.2, Synergy_ZIP=-2.44, Synergy_Bliss=-2.49, Synergy_Loewe=1.53, Synergy_HSA=4.09. (5) Drug 1: CNC(=O)C1=CC=CC=C1SC2=CC3=C(C=C2)C(=NN3)C=CC4=CC=CC=N4. Drug 2: CCC1=CC2CC(C3=C(CN(C2)C1)C4=CC=CC=C4N3)(C5=C(C=C6C(=C5)C78CCN9C7C(C=CC9)(C(C(C8N6C)(C(=O)OC)O)OC(=O)C)CC)OC)C(=O)OC.C(C(C(=O)O)O)(C(=O)O)O. Cell line: NCIH23. Synergy scores: CSS=36.6, Synergy_ZIP=1.26, Synergy_Bliss=5.19, Synergy_Loewe=-17.1, Synergy_HSA=4.64.